Task: Regression. Given a target protein amino acid sequence and a drug SMILES string, predict the binding affinity score between them. We predict pIC50 (pIC50 = -log10(IC50 in M); higher means more potent). Dataset: bindingdb_ic50.. Dataset: Drug-target binding data from BindingDB using IC50 measurements (1) The compound is Oc1ccc2c(c1)CCCC(c1cc(F)c(OC(F)(F)F)c(F)c1)=C2c1ccc(O[C@H]2CCN(CCCF)C2)cc1. The pIC50 is 6.2. The target protein sequence is MTMTLHTKASGMALLHQIQGNELEPLNRPQLKIPLERPLGEVYLDSSKPAVYNYPEGAAYEFNAAAAANAQVYGQTGLPYGPGSEAAAFGSNGLGGFPPLNSVSPSPLMLLHPPPQLSPFLQPHGQQVPYYLENEPSGYTVREAGPPAFYRPNSDNRRQGGRERLASTNDKGSMAMESAKETRYCAVCNDYASGYHYGVWSCEGCKAFFKRSIQGHNDYMCPATNQCTIDKNRRKSCQACRLRKCYEVGMMKGGIRKDRRGGRMLKHKRQRDDGEGRGEVGSAGDMRAANLWPSPLMIKRSKKNSLALSLTADQMVSALLDAEPPILYSEYDPTRPFSEASMMGLLTNLADRELVHMINWAKRVPGFVDLTLHDQVHLLECAWLEILMIGLVWRSMEHPGKLLFAPNLLLDRNQGKCVEGMVEIFDMLLATSSRFRMMNLQGEEFVCLKSIILLNSGVYTFLSSTLKSLEEKDHIHRVLDKITDTLIHLMAKAGLTLQQQ.... (2) The compound is Oc1ccc(N2CCN(c3cc(O)n(-c4ccccc4)c3O)CC2)cc1. The target protein (P48163) has sequence MEPEAPRRRHTHQRGYLLTRNPHLNKDLAFTLEERQQLNIHGLLPPSFNSQEIQVLRVVKNFEHLNSDFDRYLLLMDLQDRNEKLFYRVLTSDIEKFMPIVYTPTVGLACQQYSLVFRKPRGLFITIHDRGHIASVLNAWPEDVIKAIVVTDGERILGLGDLGCNGMGIPVGKLALYTACGGMNPQECLPVILDVGTENEELLKDPLYIGLRQRRVRGSEYDDFLDEFMEAVSSKYGMNCLIQFEDFANVNAFRLLNKYRNQYCTFNDDIQGTASVAVAGLLAALRITKNKLSDQTILFQGAGEAALGIAHLIVMALEKEGLPKEKAIKKIWLVDSKGLIVKGRASLTQEKEKFAHEHEEMKNLEAIVQEIKPTALIGVAAIGGAFSEQILKDMAAFNERPIIFALSNPTSKAECSAEQCYKITKGRAIFASGSPFDPVTLPNGQTLYPGQGNNSYVFPGVALGVVACGLRQITDNIFLTTAEVIAQQVSDKHLEEGRLY.... The pIC50 is 6.8. (3) The small molecule is COC(=O)[C@H](Cc1c(Sc2ccccc2[N+](=O)[O-])[nH]c2ccccc12)NC(=O)[C@@H](N)CCCCN. The target protein (P15684) has sequence MAKGFYISKTLGILGILLGVAAVCTIIALSVVYAQEKNRNAENSAIAPTLPGSTSATTSTTNPAIDESKPWNQYRLPKTLIPDSYQVTLRPYLTPNEQGLYIFKGSSTVRFTCNETTNVIIIHSKKLNYTNKGNHRVALRALGDTPAPNIDTTELVERTEYLVVHLQGSLVKGHQYEMDSEFQGELADDLAGFYRSEYMEGGNKKVVATTQMQAADARKSFPCFDEPAMKASFNITLIHPNNLTALSNMLPKDSRTLQEDPSWNVTEFHPTPKMSTYLLAYIVSEFKYVEAVSPNRVQIRIWARPSAIDEGHGDYALQVTGPILNFFAQHYNTAYPLEKSDQIALPDFNAGAMENWGLVTYRESALVFDPQSSSISNKERVVTVIAHELAHQWFGNLVTVDWWNDLWLNEGFASYVEFLGADYAEPTWNLKDLIVLNDVYRVMAVDALASSHPLSSPANEVNTPAQISELFDSITYSKGASVLRMLSSFLTEDLFKKGLS.... The pIC50 is 3.6. (4) The drug is CNS(=O)(=O)c1ccc2c(c1)/C(=C/c1[nH]c3c(c1CCC(N)=O)CCCC3)C(=O)N2. The target protein (P06241) has sequence MGCVQCKDKEATKLTEERDGSLNQSSGYRYGTDPTPQHYPSFGVTSIPNYNNFHAAGGQGLTVFGGVNSSSHTGTLRTRGGTGVTLFVALYDYEARTEDDLSFHKGEKFQILNSSEGDWWEARSLTTGETGYIPSNYVAPVDSIQAEEWYFGKLGRKDAERQLLSFGNPRGTFLIRESETTKGAYSLSIRDWDDMKGDHVKHYKIRKLDNGGYYITTRAQFETLQQLVQHYSERAAGLCCRLVVPCHKGMPRLTDLSVKTKDVWEIPRESLQLIKRLGNGQFGEVWMGTWNGNTKVAIKTLKPGTMSPESFLEEAQIMKKLKHDKLVQLYAVVSEEPIYIVTEYMNKGSLLDFLKDGEGRALKLPNLVDMAAQVAAGMAYIERMNYIHRDLRSANILVGNGLICKIADFGLARLIEDNEYTARQGAKFPIKWTAPEAALYGRFTIKSDVWSFGILLTELVTKGRVPYPGMNNREVLEQVERGYRMPCPQDCPISLHELMI.... The pIC50 is 7.3. (5) The drug is CCCCN(CCCC)C(=O)C=CC(=O)N(CC(N)=O)NC(=O)[C@H](C)NC(=O)[C@H](C)NC(=O)OCc1ccccc1. The target protein sequence is MFCLLQLARCDRFAVLIAGSNDFYNYRHQADIFNMYQQLVKRGFDDQHITMMAYDDIALSSENPFRGKVFHTLKHVNIYPGSSKINYAHNSVTADQFYTVLTTLKSTTSDNVYIYYDNHGGPGILGVPDGVPGGYIEAEPLAKAFDTMEAKGLYGKLFFGIEACYSGSVAAVFRAKNMCTITAANDDESSYAAVYDSTVGAYLSNEFSNYFMAYLDSNPQNTIGNLYTKVKAQTTGSHVCYYGDVNMKNLKLSDFLGTPNEVVAPKADAKIDIIPHYLATKSTLYQLAQSTDAKIAGRAKVALHEVIAAAEKLDLTLTSIAEILEPETKNVLRAKCGKITPEYFEVLHYFTEKYGVVKGDDMIKLRVLVNLALKHKVADIKAAIDAIC. The pIC50 is 6.0.